Dataset: Full USPTO retrosynthesis dataset with 1.9M reactions from patents (1976-2016). Task: Predict the reactants needed to synthesize the given product. (1) Given the product [C:1]([O:5][N:6]=[C:7]1[C:16]2[C:11](=[CH:12][CH:13]=[C:14]([C:28]#[N:29])[CH:15]=2)[O:10][C:9]([C:18]2[N:19]=[CH:20][C:21]3[C:26]([CH:27]=2)=[CH:25][CH:24]=[CH:23][CH:22]=3)=[CH:8]1)([CH3:4])([CH3:3])[CH3:2], predict the reactants needed to synthesize it. The reactants are: [C:1]([O:5][N:6]=[C:7]1[C:16]2[C:11](=[CH:12][CH:13]=[C:14](Br)[CH:15]=2)[O:10][C:9]([C:18]2[N:19]=[CH:20][C:21]3[C:26]([CH:27]=2)=[CH:25][CH:24]=[CH:23][CH:22]=3)=[CH:8]1)([CH3:4])([CH3:3])[CH3:2].[CH3:28][N:29](C)C=O. (2) Given the product [N:1]1[CH:6]=[CH:5][CH:4]=[CH:3][C:2]=1[CH2:7][CH2:8][CH2:9][CH2:10][CH2:11][NH:12][C:13]1[C:14]2[C:19]([N:20]=[C:21]3[C:26]=1[CH2:25][CH2:24][CH2:23][CH2:22]3)=[CH:18][CH:17]=[CH:16][CH:15]=2, predict the reactants needed to synthesize it. The reactants are: [N:1]1[CH:6]=[CH:5][CH:4]=[CH:3][C:2]=1[C:7]#[C:8][CH2:9][CH2:10][CH2:11][NH:12][C:13]1[C:14]2[C:19]([N:20]=[C:21]3[C:26]=1[CH2:25][CH2:24][CH2:23][CH2:22]3)=[CH:18][CH:17]=[CH:16][CH:15]=2.CO. (3) Given the product [Cl:6][C:7]1[CH:8]=[C:9]([N:14]2[CH2:19][CH2:18][N:17]([CH2:20][CH2:21][C@@H:22]([OH:25])[CH2:23][O:24][S:2]([CH3:1])(=[O:4])=[O:3])[C:16](=[O:26])[CH:15]2[CH3:27])[CH:10]=[CH:11][C:12]=1[Cl:13], predict the reactants needed to synthesize it. The reactants are: [CH3:1][S:2](Cl)(=[O:4])=[O:3].[Cl:6][C:7]1[CH:8]=[C:9]([N:14]2[CH2:19][CH2:18][N:17]([CH2:20][CH2:21][C@@H:22]([OH:25])[CH2:23][OH:24])[C:16](=[O:26])[CH:15]2[CH3:27])[CH:10]=[CH:11][C:12]=1[Cl:13].CC1C=C(C)C=C(C)N=1. (4) Given the product [Br:1][C:2]1[CH:7]=[CH:6][C:5]([CH2:8][N:19]2[CH2:24][CH2:23][O:22][CH2:21][CH2:20]2)=[C:4]([CH2:10][CH3:11])[CH:3]=1, predict the reactants needed to synthesize it. The reactants are: [Br:1][C:2]1[CH:7]=[CH:6][C:5]([CH2:8]Br)=[C:4]([CH2:10][CH3:11])[CH:3]=1.C(N(CC)CC)C.[NH:19]1[CH2:24][CH2:23][O:22][CH2:21][CH2:20]1. (5) Given the product [Cl:15][C:13]1[CH:12]=[CH:11][C:10]([O:16][CH3:17])=[C:9]([CH:14]=1)[C:8](/[N:7]=[C:5]1\[S:6][C:2]([Cl:1])=[CH:3][N:4]\1[CH2:20][C:21]1[N:22]=[CH:23][S:24][CH:25]=1)=[O:18], predict the reactants needed to synthesize it. The reactants are: [Cl:1][C:2]1[S:6][C:5]([NH:7][C:8](=[O:18])[C:9]2[CH:14]=[C:13]([Cl:15])[CH:12]=[CH:11][C:10]=2[O:16][CH3:17])=[N:4][CH:3]=1.Cl[CH2:20][C:21]1[N:22]=[CH:23][S:24][CH:25]=1.CC(C)([O-])C.[K+].O1CCOCC1. (6) Given the product [N+:8]([C:3]1[CH:4]=[N:5][CH:6]=[CH:7][C:2]=1[N:11]1[CH2:15][CH2:14][C@@H:13]([NH:16][C:17](=[O:23])[O:18][C:19]([CH3:21])([CH3:20])[CH3:22])[CH2:12]1)([O-:10])=[O:9], predict the reactants needed to synthesize it. The reactants are: Cl[C:2]1[CH:7]=[CH:6][N:5]=[CH:4][C:3]=1[N+:8]([O-:10])=[O:9].[NH:11]1[CH2:15][CH2:14][C@@H:13]([NH:16][C:17](=[O:23])[O:18][C:19]([CH3:22])([CH3:21])[CH3:20])[CH2:12]1.CCN(C(C)C)C(C)C. (7) The reactants are: Br[C:2]1[CH:3]=[N:4][C:5]2[N:6]([CH:8]=[C:9]([CH2:11][O:12][C:13]3[CH:14]=[N:15][CH:16]=[CH:17][CH:18]=3)[N:10]=2)[CH:7]=1.[F:19][C:20]1[CH:25]=[C:24]([F:26])[CH:23]=[CH:22][C:21]=1B(O)O. Given the product [F:19][C:20]1[CH:25]=[C:24]([F:26])[CH:23]=[CH:22][C:21]=1[C:2]1[CH:3]=[N:4][C:5]2[N:6]([CH:8]=[C:9]([CH2:11][O:12][C:13]3[CH:14]=[N:15][CH:16]=[CH:17][CH:18]=3)[N:10]=2)[CH:7]=1, predict the reactants needed to synthesize it.